From a dataset of Forward reaction prediction with 1.9M reactions from USPTO patents (1976-2016). Predict the product of the given reaction. Given the reactants [NH2:1][C:2]1[CH:9]=[CH:8][C:5]([CH2:6][OH:7])=[CH:4][CH:3]=1.[N:10]([O-])=O.[Na+].Cl.[C:15]1([OH:21])[CH:20]=[CH:19][CH:18]=[CH:17][CH:16]=1.CC([O-])=O.[Na+], predict the reaction product. The product is: [OH:7][CH2:6][C:5]1[CH:8]=[CH:9][C:2]([N:1]=[N:10][C:18]2[CH:19]=[CH:20][C:15]([OH:21])=[CH:16][CH:17]=2)=[CH:3][CH:4]=1.